This data is from Forward reaction prediction with 1.9M reactions from USPTO patents (1976-2016). The task is: Predict the product of the given reaction. (1) Given the reactants [NH:1]1[C:9]2[C:4](=[CH:5][CH:6]=[CH:7][CH:8]=2)[CH:3]=[C:2]1[C:10]1[NH:14][N:13]=[CH:12][C:11]=1C(N)=O.[OH-:18].[Na+].[CH3:20][OH:21], predict the reaction product. The product is: [NH:13]1[CH:12]=[CH:11][C:10]([C:2]2[NH:1][C:9]3[C:4]([CH:3]=2)=[CH:5][C:6]([C:20]([OH:21])=[O:18])=[CH:7][CH:8]=3)=[N:14]1. (2) Given the reactants [CH3:1][CH:2]1[C:10]2[C:9](O)=[N:8][CH:7]=[N:6][C:5]=2[CH2:4][O:3]1.O=P(Cl)(Cl)[Cl:14], predict the reaction product. The product is: [Cl:14][C:9]1[C:10]2[CH:2]([CH3:1])[O:3][CH2:4][C:5]=2[N:6]=[CH:7][N:8]=1. (3) Given the reactants [F:1][C:2]1[CH:27]=[CH:26][C:5]([CH2:6][N:7]2[C:15]([C:16]3[CH:25]=[CH:24][C:19]([C:20]([O:22]C)=[O:21])=[CH:18][CH:17]=3)=[C:14]3[C:9]([CH:10]=[CH:11][CH:12]=[CH:13]3)=[N:8]2)=[CH:4][CH:3]=1.[OH-].[Na+].C(N1C(C2C=CC(C(O)=O)=CC=2)=C2C(C=CC=C2)=N1)C1C=CC=CC=1, predict the reaction product. The product is: [F:1][C:2]1[CH:3]=[CH:4][C:5]([CH2:6][N:7]2[C:15]([C:16]3[CH:25]=[CH:24][C:19]([C:20]([OH:22])=[O:21])=[CH:18][CH:17]=3)=[C:14]3[C:9]([CH:10]=[CH:11][CH:12]=[CH:13]3)=[N:8]2)=[CH:26][CH:27]=1. (4) Given the reactants Cl.FC1C=C(C=CC=1)CN1C=C(C2C3C(=NC=C(C4C=CC(C5CCNCC5)=CC=4)C=3)N(S(C3C=CC(C)=CC=3)(=O)=O)C=2)C=N1.[F:46][C:47]1[CH:48]=[C:49]([CH:88]=[CH:89][CH:90]=1)[CH2:50][N:51]1[CH:55]=[C:54]([C:56]2[C:64]3[C:59](=[N:60][CH:61]=[C:62]([C:65]4[CH:66]=[CH:67][C:68]([N:71]5[CH2:76][CH2:75][CH:74]([OH:77])[CH2:73][CH2:72]5)=[N:69][CH:70]=4)[CH:63]=3)[N:58](S(C3C=CC(C)=CC=3)(=O)=O)[CH:57]=2)[CH:53]=[N:52]1.[OH-].[Li+], predict the reaction product. The product is: [F:46][C:47]1[CH:48]=[C:49]([CH:88]=[CH:89][CH:90]=1)[CH2:50][N:51]1[CH:55]=[C:54]([C:56]2[C:64]3[C:59](=[N:60][CH:61]=[C:62]([C:65]4[CH:66]=[CH:67][C:68]([N:71]5[CH2:76][CH2:75][CH:74]([OH:77])[CH2:73][CH2:72]5)=[N:69][CH:70]=4)[CH:63]=3)[NH:58][CH:57]=2)[CH:53]=[N:52]1.